The task is: Predict which catalyst facilitates the given reaction.. This data is from Catalyst prediction with 721,799 reactions and 888 catalyst types from USPTO. (1) Reactant: N#N.[OH:3][CH2:4][C:5]1[O:6][CH:7]=[C:8]([C:10](=[O:12])[CH3:11])[N:9]=1.CCN(CC)CC.[S:20](Cl)([CH3:23])(=[O:22])=[O:21]. Product: [C:10]([C:8]1[N:9]=[C:5]([CH2:4][O:3][S:20]([CH3:23])(=[O:22])=[O:21])[O:6][CH:7]=1)(=[O:12])[CH3:11]. The catalyst class is: 64. (2) Reactant: [NH2:1][C@H:2]1[CH2:7][CH2:6][CH2:5][CH2:4][C@@H:3]1[NH:8][CH:9]1[CH2:14][CH2:13][N:12]([C:15]2([CH3:25])[CH2:19][CH2:18][N:17]([C:20]([O:22][CH2:23][CH3:24])=[O:21])[CH2:16]2)[CH2:11][CH2:10]1.[C:26](N1C=CN=C1)(N1C=CN=C1)=[O:27]. Product: [CH3:25][C:15]1([N:12]2[CH2:13][CH2:14][CH:9]([N:8]3[C@H:3]4[CH2:4][CH2:5][CH2:6][CH2:7][C@@H:2]4[NH:1][C:26]3=[O:27])[CH2:10][CH2:11]2)[CH2:19][CH2:18][N:17]([C:20]([O:22][CH2:23][CH3:24])=[O:21])[CH2:16]1. The catalyst class is: 10. (3) Reactant: F[C:2]1[CH:7]=[C:6]([C:8]2[C:9]3[S:23][CH:22]=[CH:21][C:10]=3[N:11]=[C:12]([C:14]3[CH:15]=[C:16]([OH:20])[CH:17]=[CH:18][CH:19]=3)[N:13]=2)[CH:5]=[CH:4][N:3]=1.Cl.[CH3:25][NH:26][CH3:27].C(N(CC)CC)C.O1CCOCC1. Product: [CH3:25][N:26]([CH3:27])[C:2]1[CH:7]=[C:6]([C:8]2[C:9]3[S:23][CH:22]=[CH:21][C:10]=3[N:11]=[C:12]([C:14]3[CH:15]=[C:16]([OH:20])[CH:17]=[CH:18][CH:19]=3)[N:13]=2)[CH:5]=[CH:4][N:3]=1. The catalyst class is: 22. (4) Reactant: O=C1C2C(=CC=CC=2)C(=O)[N:3]1[C:12]1[CH:17]=[CH:16][C:15]([S:18]([N:21]([CH3:23])[CH3:22])(=[O:20])=[O:19])=[CH:14][C:13]=1[O:24][CH3:25].O.NN. Product: [NH2:3][C:12]1[CH:17]=[CH:16][C:15]([S:18]([N:21]([CH3:22])[CH3:23])(=[O:19])=[O:20])=[CH:14][C:13]=1[O:24][CH3:25]. The catalyst class is: 5. (5) Reactant: F[C:2]1[CH:9]=[CH:8][C:7]([CH2:10][CH2:11][C:12]2[NH:13][CH:14]=[C:15]([CH2:19][C:20]3[CH:21]=[N:22][CH:23]=[N:24][CH:25]=3)[C:16](=[O:18])[N:17]=2)=[CH:6][C:3]=1[C:4]#[N:5].[Cl:26][C:27]1[CH:32]=[CH:31][C:30]([OH:33])=[CH:29][C:28]=1[C:34]([F:37])([F:36])[F:35].C([O-])([O-])=O.[K+].[K+]. Product: [Cl:26][C:27]1[CH:32]=[CH:31][C:30]([O:33][C:2]2[CH:9]=[CH:8][C:7]([CH2:10][CH2:11][C:12]3[NH:13][CH:14]=[C:15]([CH2:19][C:20]4[CH:21]=[N:22][CH:23]=[N:24][CH:25]=4)[C:16](=[O:18])[N:17]=3)=[CH:6][C:3]=2[C:4]#[N:5])=[CH:29][C:28]=1[C:34]([F:35])([F:36])[F:37]. The catalyst class is: 37. (6) Reactant: [Cl:1][C:2]1[CH:14]=[C:13]([Cl:15])[C:12]([O:16][C:17]2[N:21]([CH3:22])[N:20]=[C:19]([CH3:23])[C:18]=2[C:24]([NH:26][NH2:27])=[O:25])=[CH:11][C:3]=1[O:4][C@@H:5]([CH3:10])[C:6]([O:8][CH3:9])=[O:7].[C:28](O[C:28]([O:30][C:31]([CH3:34])([CH3:33])[CH3:32])=[O:29])([O:30][C:31]([CH3:34])([CH3:33])[CH3:32])=[O:29].C(N(CC)CC)C.O. The catalyst class is: 7. Product: [Cl:15][C:13]1[CH:14]=[C:2]([Cl:1])[C:3]([O:4][C@@H:5]([CH3:10])[C:6]([O:8][CH3:9])=[O:7])=[CH:11][C:12]=1[O:16][C:17]1[N:21]([CH3:22])[N:20]=[C:19]([CH3:23])[C:18]=1[C:24]([NH:26][NH:27][C:28]([O:30][C:31]([CH3:34])([CH3:33])[CH3:32])=[O:29])=[O:25].